The task is: Predict the reactants needed to synthesize the given product.. This data is from Full USPTO retrosynthesis dataset with 1.9M reactions from patents (1976-2016). (1) Given the product [CH3:50][O:51][C:52](=[O:56])[CH2:53][CH2:54][NH:55][C:3]([C:5]1[C:6]([OH:32])=[C:7]2[C:12](=[CH:13][N:14]=1)[N:11]([CH2:15][C:16]1[CH:21]=[CH:20][CH:19]=[CH:18][CH:17]=1)[C:10](=[O:22])[C:9]([C:23]1[CH:28]=[N:27][C:26]([N:29]([CH3:31])[CH3:30])=[N:25][CH:24]=1)=[CH:8]2)=[O:4], predict the reactants needed to synthesize it. The reactants are: CO[C:3]([C:5]1[C:6]([OH:32])=[C:7]2[C:12](=[CH:13][N:14]=1)[N:11]([CH2:15][C:16]1[CH:21]=[CH:20][CH:19]=[CH:18][CH:17]=1)[C:10](=[O:22])[C:9]([C:23]1[CH:24]=[N:25][C:26]([N:29]([CH3:31])[CH3:30])=[N:27][CH:28]=1)=[CH:8]2)=[O:4].[OH-].[Na+].C1C=CC2N(O)N=NC=2C=1.C(Cl)CCl.Cl.[CH3:50][O:51][C:52](=[O:56])[CH2:53][CH2:54][NH2:55].CCN(C(C)C)C(C)C. (2) Given the product [Cl:1][C:2]1[C:11]([CH2:12][C:13]2[CH:18]=[CH:17][CH:16]=[C:15]([C:34]([F:50])([F:49])[F:33])[CH:14]=2)=[C:10]([Cl:23])[C:9]2[C:4](=[C:5]([CH3:32])[CH:6]=[C:7]([C:24]([C:26]3[N:30]([CH3:31])[CH:29]=[N:28][CH:27]=3)=[O:25])[CH:8]=2)[N:3]=1, predict the reactants needed to synthesize it. The reactants are: [Cl:1][C:2]1[C:11]([CH2:12][C:13]2[CH:18]=[CH:17][C:16](S(C)(=O)=O)=[CH:15][CH:14]=2)=[C:10]([Cl:23])[C:9]2[C:4](=[C:5]([CH3:32])[CH:6]=[C:7]([C:24]([C:26]3[N:30]([CH3:31])[CH:29]=[N:28][CH:27]=3)=[O:25])[CH:8]=2)[N:3]=1.[F:33][C:34]([F:50])([F:49])C1C=C(C=CC=1)CC(C(O)=O)C(O)=O. (3) Given the product [Cl:10][C:11]1[CH:12]=[C:13]2[C:17](=[CH:18][CH:19]=1)[NH:16][C:15](=[O:20])[C:14]2([OH:21])[C:2]1[CH:7]=[CH:6][CH:5]=[CH:4][C:3]=1[S:8][CH3:9], predict the reactants needed to synthesize it. The reactants are: Br[C:2]1[CH:7]=[CH:6][CH:5]=[CH:4][C:3]=1[S:8][CH3:9].[Cl:10][C:11]1[CH:12]=[C:13]2[C:17](=[CH:18][CH:19]=1)[NH:16][C:15](=[O:20])[C:14]2=[O:21]. (4) The reactants are: [C:1]([CH:3]=[C:4]1[CH2:9][CH2:8][N:7]([C:10]2[CH:15]=[CH:14][C:13]([N:16]3[CH2:20][C@H:19]([CH2:21][NH2:22])[O:18][C:17]3=[O:23])=[CH:12][C:11]=2[F:24])[CH2:6][CH2:5]1)#[N:2].[C:25](Cl)(=[O:28])[CH2:26][CH3:27]. Given the product [C:1]([CH:3]=[C:4]1[CH2:9][CH2:8][N:7]([C:10]2[CH:15]=[CH:14][C:13]([N:16]3[CH2:20][C@H:19]([CH2:21][NH:22][C:25](=[O:28])[CH2:26][CH3:27])[O:18][C:17]3=[O:23])=[CH:12][C:11]=2[F:24])[CH2:6][CH2:5]1)#[N:2], predict the reactants needed to synthesize it. (5) Given the product [Cl:1][C:2]1[C:7]([C:8]2[CH:13]=[CH:12][CH:11]=[CH:10][CH:9]=2)=[N:6][N:5]=[C:4]2[N:14]([CH3:24])[N:15]=[C:16]([C:17]3[CH:22]=[CH:21][C:20]([CH3:25])=[CH:19][CH:18]=3)[C:3]=12, predict the reactants needed to synthesize it. The reactants are: [Cl:1][C:2]1[C:7]([C:8]2[CH:13]=[CH:12][CH:11]=[CH:10][CH:9]=2)=[N:6][N:5]=[C:4]2[N:14]([CH3:24])[N:15]=[C:16]([C:17]3[CH:18]=[C:19](C)[CH:20]=[CH:21][CH:22]=3)[C:3]=12.[CH3:25]C1C=CC(C=O)=CC=1. (6) Given the product [C:1]([C:5]1[CH:9]=[C:8]([NH:10][C:11]([NH:13][C:14]2[C:23]3[C:18](=[CH:19][CH:20]=[CH:21][CH:22]=3)[C:17]([O:24][C:25]3[CH:30]=[CH:29][N:28]=[C:27]([NH:44][C:43]4[CH:45]=[C:46]([O:48][CH2:49][CH2:50][O:51][CH2:52][CH2:53][O:54][CH3:55])[CH:47]=[C:41]([O:40][CH3:39])[CH:42]=4)[N:26]=3)=[CH:16][CH:15]=2)=[O:12])[N:7]([C:32]2[CH:37]=[CH:36][C:35]([CH3:38])=[CH:34][CH:33]=2)[N:6]=1)([CH3:4])([CH3:3])[CH3:2], predict the reactants needed to synthesize it. The reactants are: [C:1]([C:5]1[CH:9]=[C:8]([NH:10][C:11]([NH:13][C:14]2[C:23]3[C:18](=[CH:19][CH:20]=[CH:21][CH:22]=3)[C:17]([O:24][C:25]3[CH:30]=[CH:29][N:28]=[C:27](Cl)[N:26]=3)=[CH:16][CH:15]=2)=[O:12])[N:7]([C:32]2[CH:37]=[CH:36][C:35]([CH3:38])=[CH:34][CH:33]=2)[N:6]=1)([CH3:4])([CH3:3])[CH3:2].[CH3:39][O:40][C:41]1[CH:42]=[C:43]([CH:45]=[C:46]([O:48][CH2:49][CH2:50][O:51][CH2:52][CH2:53][O:54][CH3:55])[CH:47]=1)[NH2:44]. (7) Given the product [CH2:46]([C:48]1[CH:49]=[C:50]([CH:51]=[CH:52][C:53]=1[CH2:54][CH3:55])[CH2:56][CH:57]([NH:61][C:62]([N:64]1[CH2:69][CH2:68][CH:67]([N:70]2[CH2:76][CH2:75][C:10]3[CH:15]=[CH:14][CH:13]=[CH:12][C:11]=3[NH:16][C:71]2=[O:81])[CH2:66][CH2:65]1)=[O:63])[C:58]([N:43]1[CH2:44][CH2:45][CH:40]([CH:37]2[CH2:36][CH2:35][N:34]([CH3:33])[CH2:39][CH2:38]2)[CH2:41][CH2:42]1)=[O:59])[CH3:47], predict the reactants needed to synthesize it. The reactants are: CN(C(ON1N=[N:16][C:11]2[CH:12]=[CH:13][CH:14]=[CH:15][C:10]1=2)=[N+](C)C)C.[B-](F)(F)(F)F.C1C=CC2N(O)N=NC=2C=1.[CH3:33][N:34]1[CH2:39][CH2:38][CH:37]([CH:40]2[CH2:45][CH2:44][NH:43][CH2:42][CH2:41]2)[CH2:36][CH2:35]1.[CH2:46]([C:48]1[CH:49]=[C:50]([CH2:56][CH:57]([NH:61][C:62]([N:64]2[CH2:69][CH2:68][CH:67]([N:70]3[CH2:76][CH2:75]C4C=CC=CC=4N[C:71]3=[O:81])[CH2:66][CH2:65]2)=[O:63])[C:58](O)=[O:59])[CH:51]=[CH:52][C:53]=1[CH2:54][CH3:55])[CH3:47]. (8) The reactants are: [CH3:1][C:2]1([CH3:11])[CH2:7][CH2:6][C:5](=[O:8])[CH2:4][C@@H:3]1[CH:9]=[O:10].[O:12]=[Cr](=O)=O.S(=O)(=O)(O)O.[OH-].[Na+]. Given the product [CH3:1][C:2]1([CH3:11])[CH2:7][CH2:6][C:5](=[O:8])[CH2:4][C@@H:3]1[C:9]([OH:12])=[O:10], predict the reactants needed to synthesize it. (9) The reactants are: C([N:8]1[CH2:13][CH2:12][CH:11]([N:14]2[CH2:18][C:17]3=[CH:19][N:20]=[C:21]([CH2:22][O:23][Si:24]([C:27]([CH3:30])([CH3:29])[CH3:28])([CH3:26])[CH3:25])[N:16]3[C:15]2=[O:31])[CH2:10][CH2:9]1)C1C=CC=CC=1. Given the product [Si:24]([O:23][CH2:22][C:21]1[N:16]2[C:15](=[O:31])[N:14]([CH:11]3[CH2:12][CH2:13][NH:8][CH2:9][CH2:10]3)[CH2:18][C:17]2=[CH:19][N:20]=1)([C:27]([CH3:28])([CH3:29])[CH3:30])([CH3:26])[CH3:25], predict the reactants needed to synthesize it.